From a dataset of Catalyst prediction with 721,799 reactions and 888 catalyst types from USPTO. Predict which catalyst facilitates the given reaction. (1) Reactant: [F:1][C:2]([F:14])([F:13])[C:3]1[CH:4]=[C:5]([S:9](Cl)(=[O:11])=[O:10])[CH:6]=[CH:7][CH:8]=1.[C:15]([O:19][C:20]([N:22]1[CH2:27][CH2:26][CH2:25][CH:24]([NH:28][CH:29]2[CH2:31][CH2:30]2)[CH2:23]1)=[O:21])([CH3:18])([CH3:17])[CH3:16].C(N(CC)CC)C. Product: [C:15]([O:19][C:20]([N:22]1[CH2:27][CH2:26][CH2:25][CH:24]([N:28]([CH:29]2[CH2:30][CH2:31]2)[S:9]([C:5]2[CH:6]=[CH:7][CH:8]=[C:3]([C:2]([F:14])([F:13])[F:1])[CH:4]=2)(=[O:11])=[O:10])[CH2:23]1)=[O:21])([CH3:18])([CH3:16])[CH3:17]. The catalyst class is: 4. (2) Reactant: C(OC([NH:8][CH2:9][C:10]1[C:11]([CH2:27][CH:28]([CH3:30])[CH3:29])=[N:12][C:13]([CH3:26])=[C:14]([C:18]=1[C:19]1[CH:24]=[CH:23][C:22]([CH3:25])=[CH:21][CH:20]=1)[C:15]([OH:17])=[O:16])=O)(C)(C)C.[CH2:31](Br)[C:32]1[CH:37]=[CH:36][CH:35]=[CH:34][CH:33]=1.C(=O)([O-])[O-].[K+].[K+]. Product: [NH2:8][CH2:9][C:10]1[C:11]([CH2:27][CH:28]([CH3:30])[CH3:29])=[N:12][C:13]([CH3:26])=[C:14]([C:18]=1[C:19]1[CH:24]=[CH:23][C:22]([CH3:25])=[CH:21][CH:20]=1)[C:15]([O:17][CH2:31][C:32]1[CH:37]=[CH:36][CH:35]=[CH:34][CH:33]=1)=[O:16]. The catalyst class is: 42. (3) Reactant: [CH3:1][O:2][C:3]1[N:8]=[CH:7][C:6]([C:9]2[C:14]([NH2:15])=[CH:13][C:12]([N:16]3[CH2:21][CH2:20][O:19][CH2:18][CH2:17]3)=[CH:11][N:10]=2)=[CH:5][CH:4]=1.Cl[C:23]1[C:32]2[C:27](=[CH:28][C:29]([F:34])=[CH:30][C:31]=2[F:33])[N:26]=[C:25]([C:35]2[CH:40]=[C:39]([CH3:41])[CH:38]=[CH:37][N:36]=2)[C:24]=1[CH3:42].C1(P(C2CCCCC2)C2(C(C)C)CC(C(C)C)=CC(C(C)C)=C2C2C=CC=CC=2)CCCCC1.CC(C1C=C(C(C)C)C(C2C=CC=CC=2P(C2CCCCC2)C2CCCCC2)=C(C(C)C)C=1)C.CC(C)([O-])C.[Na+]. Product: [F:33][C:31]1[CH:30]=[C:29]([F:34])[CH:28]=[C:27]2[C:32]=1[C:23]([NH:15][C:14]1[C:9]([C:6]3[CH:7]=[N:8][C:3]([O:2][CH3:1])=[CH:4][CH:5]=3)=[N:10][CH:11]=[C:12]([N:16]3[CH2:21][CH2:20][O:19][CH2:18][CH2:17]3)[CH:13]=1)=[C:24]([CH3:42])[C:25]([C:35]1[CH:40]=[C:39]([CH3:41])[CH:38]=[CH:37][N:36]=1)=[N:26]2. The catalyst class is: 491. (4) Reactant: I[CH2:2][CH2:3][O:4][CH2:5][CH2:6]I.C(N(C(C)C)CC)(C)C.[NH2:17][C@H:18]1[CH2:22][O:21][CH2:20][C@H:19]1[NH:23][C:24]1[CH:25]=[C:26]2[C:35](=[CH:36][CH:37]=1)[S:34][C:33]1[C:32]([C:38]3[NH:43][C:42](=[O:44])[CH:41]=[C:40]([N:45]4[CH2:50][CH2:49][O:48][CH2:47][CH2:46]4)[CH:39]=3)=[CH:31][CH:30]=[CH:29][C:28]=1[S:27]2.O. Product: [O:48]1[CH2:49][CH2:50][N:45]([C:40]2[CH:39]=[C:38]([C:32]3[C:33]4[S:34][C:35]5[C:26](=[CH:25][C:24]([NH:23][C@H:19]6[C@@H:18]([N:17]7[CH2:6][CH2:5][O:4][CH2:3][CH2:2]7)[CH2:22][O:21][CH2:20]6)=[CH:37][CH:36]=5)[S:27][C:28]=4[CH:29]=[CH:30][CH:31]=3)[NH:43][C:42](=[O:44])[CH:41]=2)[CH2:46][CH2:47]1. The catalyst class is: 9.